This data is from Peptide-MHC class I binding affinity with 185,985 pairs from IEDB/IMGT. The task is: Regression. Given a peptide amino acid sequence and an MHC pseudo amino acid sequence, predict their binding affinity value. This is MHC class I binding data. The peptide sequence is FTFDLTALK. The MHC is HLA-A31:01 with pseudo-sequence HLA-A31:01. The binding affinity (normalized) is 0.0847.